From a dataset of Forward reaction prediction with 1.9M reactions from USPTO patents (1976-2016). Predict the product of the given reaction. Given the reactants [Br:1][C:2]1[CH:9]=[CH:8][C:5]([CH2:6]Br)=[CH:4][CH:3]=1.[CH3:10][S:11]([O-:13])=[O:12].[Na+].O, predict the reaction product. The product is: [Br:1][C:2]1[CH:9]=[CH:8][C:5]([CH2:6][S:11]([CH3:10])(=[O:13])=[O:12])=[CH:4][CH:3]=1.